From a dataset of Reaction yield outcomes from USPTO patents with 853,638 reactions. Predict the reaction yield, written as a fraction of the theoretical maximum amount of product (1.0 means a 100% yield; for example, 0.34 means a 34% yield). (1) The reactants are C1(S([N:10]2[C:18]3[C:13](=[CH:14][C:15]([C:19]([C:21]4[CH:22]=[CH:23][C:24]([Cl:30])=[C:25]([S:27]([NH2:29])=[O:28])[CH:26]=4)=[O:20])=[CH:16][CH:17]=3)[C:12]3[CH2:31][CH2:32][N:33]([C:35](=[O:40])[C:36]([CH3:39])([CH3:38])[CH3:37])[CH2:34][C:11]2=3)(=O)=O)C=CC=CC=1. The catalyst is CO.[OH-].[Na+]. The product is [Cl:30][C:24]1[CH:23]=[CH:22][C:21]([C:19]([C:15]2[CH:14]=[C:13]3[C:18](=[CH:17][CH:16]=2)[NH:10][C:11]2[CH2:34][N:33]([C:35](=[O:40])[C:36]([CH3:37])([CH3:38])[CH3:39])[CH2:32][CH2:31][C:12]3=2)=[O:20])=[CH:26][C:25]=1[S:27]([NH2:29])=[O:28]. The yield is 0.150. (2) The reactants are [CH2:1]([CH:3]1[O:8][C:7]2[CH:9]=[C:10](I)[CH:11]=[CH:12][C:6]=2[O:5][CH2:4]1)[CH3:2].[CH3:14][N:15](C=O)C. The catalyst is [C-]#N.[C-]#N.[Zn+2].C1C=CC([P]([Pd]([P](C2C=CC=CC=2)(C2C=CC=CC=2)C2C=CC=CC=2)([P](C2C=CC=CC=2)(C2C=CC=CC=2)C2C=CC=CC=2)[P](C2C=CC=CC=2)(C2C=CC=CC=2)C2C=CC=CC=2)(C2C=CC=CC=2)C2C=CC=CC=2)=CC=1. The product is [CH2:1]([CH:3]1[CH2:4][O:5][C:6]2[CH:12]=[CH:11][C:10]([C:14]#[N:15])=[CH:9][C:7]=2[O:8]1)[CH3:2]. The yield is 0.920.